Dataset: Full USPTO retrosynthesis dataset with 1.9M reactions from patents (1976-2016). Task: Predict the reactants needed to synthesize the given product. (1) Given the product [CH:23]([NH:26][C:27]([NH:22][C:17]1[CH:18]=[C:19]2[C:14](=[CH:15][CH:16]=1)[N:13]=[C:12]([NH:11][CH:9]1[C:10]3[C:6](=[CH:5][CH:4]=[CH:3][C:2]=3[CH3:1])[CH2:7][CH2:8]1)[CH:21]=[CH:20]2)=[O:28])([CH3:25])[CH3:24], predict the reactants needed to synthesize it. The reactants are: [CH3:1][C:2]1[CH:3]=[CH:4][CH:5]=[C:6]2[C:10]=1[CH:9]([NH:11][C:12]1[CH:21]=[CH:20][C:19]3[C:14](=[CH:15][CH:16]=[C:17]([NH2:22])[CH:18]=3)[N:13]=1)[CH2:8][CH2:7]2.[CH:23]([N:26]=[C:27]=[O:28])([CH3:25])[CH3:24]. (2) Given the product [NH3:1].[CH3:9][OH:19].[ClH:64].[ClH:64].[F:16][C:15]1[CH:14]=[C:13]([F:17])[CH:12]=[C:11]([F:18])[C:10]=1[C:9]([NH:8][C:6]1[CH:5]=[CH:4][CH:3]=[C:2]([NH:1][CH:24]2[CH2:25][CH2:26][N:21]([CH3:20])[CH2:22][CH2:23]2)[N:7]=1)=[O:19], predict the reactants needed to synthesize it. The reactants are: [NH2:1][C:2]1[N:7]=[C:6]([NH:8][C:9](=[O:19])[C:10]2[C:15]([F:16])=[CH:14][C:13]([F:17])=[CH:12][C:11]=2[F:18])[CH:5]=[CH:4][CH:3]=1.[CH3:20][N:21]1[CH2:26][CH2:25][C:24](=O)[CH2:23][CH2:22]1.C(O)(=O)C.C(O[BH-](OC(=O)C)OC(=O)C)(=O)C.[Na+].CN1CCCCC1=O.C(N)(=O)C1C=CC=CC=1.C(Cl)[Cl:64]. (3) Given the product [Br:1][C:2]1[CH:7]=[CH:6][C:5]([C:8](=[C:17]2[CH2:18][CH2:19][CH2:20][CH2:21][CH2:22][CH2:23]2)[C:9]2[CH:10]=[C:11]([OH:15])[CH:12]=[CH:13][CH:14]=2)=[CH:4][CH:3]=1, predict the reactants needed to synthesize it. The reactants are: [Br:1][C:2]1[CH:7]=[CH:6][C:5]([C:8](=[C:17]2[CH2:23][CH2:22][CH2:21][CH2:20][CH2:19][CH2:18]2)[C:9]2[CH:14]=[CH:13][CH:12]=[C:11]([O:15]C)[CH:10]=2)=[CH:4][CH:3]=1.B(Br)(Br)Br.O. (4) The reactants are: [NH2:1][C:2]1[CH:29]=[CH:28][C:5]2[O:6][CH2:7][C@H:8]([NH:13][C:14]([C:16]3[CH:20]=[C:19]([CH2:21][C:22]4[CH:27]=[CH:26][CH:25]=[CH:24][CH:23]=4)[O:18][N:17]=3)=[O:15])[C:9](=[O:12])[N:10]([CH3:11])[C:4]=2[CH:3]=1.CCN(C(C)C)C(C)C.[C:39](Cl)([CH3:41])=[O:40]. Given the product [C:39]([NH:1][C:2]1[CH:29]=[CH:28][C:5]2[O:6][CH2:7][C@H:8]([NH:13][C:14]([C:16]3[CH:20]=[C:19]([CH2:21][C:22]4[CH:23]=[CH:24][CH:25]=[CH:26][CH:27]=4)[O:18][N:17]=3)=[O:15])[C:9](=[O:12])[N:10]([CH3:11])[C:4]=2[CH:3]=1)(=[O:40])[CH3:41], predict the reactants needed to synthesize it. (5) Given the product [NH:13]=[C:14]1[NH:18][C:17](=[O:19])[C:16](=[CH:11][C:7]2[CH:6]=[C:5]3[C:10](=[CH:9][CH:8]=2)[N:1]=[CH:2][CH:3]=[N:4]3)[S:15]1, predict the reactants needed to synthesize it. The reactants are: [N:1]1[C:10]2[C:5](=[CH:6][C:7]([CH:11]=O)=[CH:8][CH:9]=2)[N:4]=[CH:3][CH:2]=1.[NH:13]=[C:14]1[NH:18][C:17](=[O:19])[CH2:16][S:15]1. (6) The reactants are: [C:1]([N:8]1[CH2:12][CH2:11][C@@H:10]([OH:13])[CH2:9]1)([O:3][C:4]([CH3:7])([CH3:6])[CH3:5])=[O:2].[CH:14]([Li])([CH2:16]C)[CH3:15].COS(OC)(=O)=O. Given the product [C:1]([N:8]1[CH2:9][C@H:10]([OH:13])[CH2:11][C@@H:12]1[CH2:16][CH:14]=[CH2:15])([O:3][C:4]([CH3:7])([CH3:6])[CH3:5])=[O:2], predict the reactants needed to synthesize it. (7) Given the product [C:31]([O:30][C:28]([C:23]1[CH:24]=[CH:25][CH:26]=[CH:27][C:22]=1[C:19]1[CH:20]=[CH:21][C:16]([CH2:15][N:4]2[C:5]3[C:10](=[CH:9][C:8]([C:11]([O:13][CH3:14])=[O:12])=[CH:7][CH:6]=3)[C:2]([CH3:35])=[N:3]2)=[CH:17][CH:18]=1)=[O:29])([CH3:34])([CH3:33])[CH3:32], predict the reactants needed to synthesize it. The reactants are: Br[C:2]1[C:10]2[C:5](=[CH:6][CH:7]=[C:8]([C:11]([O:13][CH3:14])=[O:12])[CH:9]=2)[N:4]([CH2:15][C:16]2[CH:21]=[CH:20][C:19]([C:22]3[CH:27]=[CH:26][CH:25]=[CH:24][C:23]=3[C:28]([O:30][C:31]([CH3:34])([CH3:33])[CH3:32])=[O:29])=[CH:18][CH:17]=2)[N:3]=1.[C:35](=O)([O-])[O-].[Cs+].[Cs+].O1CCOCC1.